This data is from Full USPTO retrosynthesis dataset with 1.9M reactions from patents (1976-2016). The task is: Predict the reactants needed to synthesize the given product. (1) Given the product [S:42]1[C:46]2[CH:47]=[CH:48][CH:49]=[CH:50][C:45]=2[CH:44]=[C:43]1[C:51]([NH:53][C@H:54]([C:59]([N:13]1[CH2:12][CH2:11][N:10]([CH2:9][C@@H:8]([NH:16][C:17](=[O:23])[O:18][C:19]([CH3:22])([CH3:21])[CH3:20])[CH2:7][O:6][Si:5]([C:2]([CH3:1])([CH3:3])[CH3:4])([CH3:25])[CH3:24])[CH2:15][CH2:14]1)=[O:60])[CH2:55][CH:56]([CH3:57])[CH3:58])=[O:52], predict the reactants needed to synthesize it. The reactants are: [CH3:1][C:2]([Si:5]([CH3:25])([CH3:24])[O:6][CH2:7][C@H:8]([NH:16][C:17](=[O:23])[O:18][C:19]([CH3:22])([CH3:21])[CH3:20])[CH2:9][N:10]1[CH2:15][CH2:14][NH:13][CH2:12][CH2:11]1)([CH3:4])[CH3:3].C(Cl)CCl.C1C=C2C(N(O)N=NC2=CC=1)=O.[S:42]1[C:46]2[CH:47]=[CH:48][CH:49]=[CH:50][C:45]=2[CH:44]=[C:43]1[C:51]([NH:53][C@H:54]([C:59](O)=[O:60])[CH2:55][CH:56]([CH3:58])[CH3:57])=[O:52].CN1CCOCC1. (2) Given the product [NH2:27][C:28](=[O:32])[CH2:29][CH2:30][NH:31][C:11]([C:10]1[CH:9]=[N:8][N:7]2[C:2]([CH3:1])=[C:3]([CH2:14][C:15]3[CH:20]=[CH:19][CH:18]=[C:17]([O:21][C:22]([F:23])([F:24])[F:25])[CH:16]=3)[CH:4]=[N:5][C:6]=12)=[O:12], predict the reactants needed to synthesize it. The reactants are: [CH3:1][C:2]1[N:7]2[N:8]=[CH:9][C:10]([C:11](O)=[O:12])=[C:6]2[N:5]=[CH:4][C:3]=1[CH2:14][C:15]1[CH:20]=[CH:19][CH:18]=[C:17]([O:21][C:22]([F:25])([F:24])[F:23])[CH:16]=1.[Cl-].[NH2:27][C:28](=[O:32])[CH2:29][CH2:30][NH3+:31].CN(C(ON1N=NC2C=CC=CC1=2)=[N+](C)C)C.[B-](F)(F)(F)F.C(N(CC)C(C)C)(C)C. (3) Given the product [F:8][C:6]1[CH:5]=[CH:4][C:3]([C:9]2[N:14]=[CH:13][N:12]=[C:11]([NH:15][C:16]3[CH:31]=[CH:30][CH:29]=[C:18]([CH2:19][S:20]([CH3:22])(=[NH:23])=[O:21])[CH:17]=3)[N:10]=2)=[C:2]([O:40][CH2:39][C:37]2[CH:36]=[CH:35][N:34]=[C:33]([F:32])[CH:38]=2)[CH:7]=1, predict the reactants needed to synthesize it. The reactants are: F[C:2]1[CH:7]=[C:6]([F:8])[CH:5]=[CH:4][C:3]=1[C:9]1[N:14]=[CH:13][N:12]=[C:11]([NH:15][C:16]2[CH:17]=[C:18]([CH:29]=[CH:30][CH:31]=2)[CH2:19][S:20](=[N:23]C(=O)OCC)([CH3:22])=[O:21])[N:10]=1.[F:32][C:33]1[CH:38]=[C:37]([CH2:39][OH:40])[CH:36]=[CH:35][N:34]=1. (4) The reactants are: [CH3:1][N:2]1[C:10]2[C:5](=[CH:6][CH:7]=[CH:8][CH:9]=2)[C:4]([C:11]([OH:13])=O)=[CH:3]1.[NH2:14][C:15]1[CH:20]=[CH:19][C:18]([CH2:21][C:22]([O:24][CH3:25])=[O:23])=[CH:17][C:16]=1O.B(O)(O)O. Given the product [CH3:1][N:2]1[C:10]2[C:5](=[CH:6][CH:7]=[CH:8][CH:9]=2)[C:4]([C:11]2[O:13][C:16]3[CH:17]=[C:18]([CH2:21][C:22]([O:24][CH3:25])=[O:23])[CH:19]=[CH:20][C:15]=3[N:14]=2)=[CH:3]1, predict the reactants needed to synthesize it. (5) Given the product [NH2:1][C:2]1[N:7]=[CH:6][N:5]=[C:4]([NH:8][C@H:9]([C:11]2[N:15]([CH:16]3[CH2:18][CH2:17]3)[C:14]3[C:19]([C:23]([NH:46][C:47]([CH3:50])([CH3:49])[CH3:48])=[O:24])=[CH:20][CH:21]=[CH:22][C:13]=3[N:12]=2)[CH3:10])[C:3]=1[C:27]#[N:28], predict the reactants needed to synthesize it. The reactants are: [NH2:1][C:2]1[N:7]=[CH:6][N:5]=[C:4]([NH:8][C@H:9]([C:11]2[N:15]([CH:16]3[CH2:18][CH2:17]3)[C:14]3[C:19]([C:23](OC)=[O:24])=[CH:20][CH:21]=[CH:22][C:13]=3[N:12]=2)[CH3:10])[C:3]=1[C:27]#[N:28].N[C@H](C1N(C2CC2)C2C(C([NH:46][C:47]([CH3:50])([CH3:49])[CH3:48])=O)=CC=CC=2N=1)C. (6) Given the product [Cl:1][C:2]1[CH:7]=[CH:6][C:5]([NH:8][S:9]([CH2:12][CH2:13][CH3:14])(=[O:11])=[O:10])=[CH:4][C:3]=1[N+:21]([O-:23])=[O:22], predict the reactants needed to synthesize it. The reactants are: [Cl:1][C:2]1[CH:7]=[CH:6][C:5]([N:8](S(CCC)(=O)=O)[S:9]([CH2:12][CH2:13][CH3:14])(=[O:11])=[O:10])=[CH:4][C:3]=1[N+:21]([O-:23])=[O:22].C1COCC1.[OH-].[Na+]. (7) Given the product [Cl:1][C:2]1[CH:7]=[CH:6][C:5]([C:8]2[CH:13]=[CH:12][C:11]([C:40]#[C:39][CH2:38][N:37]([CH3:41])[CH3:36])=[CH:10][C:9]=2[CH2:22][N:23]2[CH2:28][CH2:27][N:26]([C:29]([O:31][C:32]([CH3:34])([CH3:35])[CH3:33])=[O:30])[CH2:25][CH2:24]2)=[CH:4][CH:3]=1, predict the reactants needed to synthesize it. The reactants are: [Cl:1][C:2]1[CH:7]=[CH:6][C:5]([C:8]2[CH:13]=[CH:12][C:11](OS(C(F)(F)F)(=O)=O)=[CH:10][C:9]=2[CH2:22][N:23]2[CH2:28][CH2:27][N:26]([C:29]([O:31][C:32]([CH3:35])([CH3:34])[CH3:33])=[O:30])[CH2:25][CH2:24]2)=[CH:4][CH:3]=1.[CH3:36][N:37]([CH3:41])[CH2:38][C:39]#[CH:40].C(N(CC)CC)C.[I-].C([NH3+])(C)(C)C. (8) Given the product [NH2:2][C:3]1[N:8]=[C:7]([NH:9][CH2:10][CH2:11][CH2:12][CH3:13])[C:6]([CH2:14][C:15]2[CH:16]=[C:17]([CH2:23][C:24]([O:26][CH3:29])=[O:25])[CH:18]=[CH:19][C:20]=2[O:21][CH3:22])=[C:5]([CH3:27])[N:4]=1, predict the reactants needed to synthesize it. The reactants are: Cl.[NH2:2][C:3]1[N:8]=[C:7]([NH:9][CH2:10][CH2:11][CH2:12][CH3:13])[C:6]([CH2:14][C:15]2[CH:16]=[C:17]([CH2:23][C:24]([OH:26])=[O:25])[CH:18]=[CH:19][C:20]=2[O:21][CH3:22])=[C:5]([CH3:27])[N:4]=1.O1CCOC[CH2:29]1.